This data is from Reaction yield outcomes from USPTO patents with 853,638 reactions. The task is: Predict the reaction yield, written as a fraction of the theoretical maximum amount of product (1.0 means a 100% yield; for example, 0.34 means a 34% yield). (1) The reactants are [F:1][C:2]1[CH:12]=[CH:11][C:5]([O:6][CH2:7][CH:8]2[O:10][CH2:9]2)=[CH:4][CH:3]=1.[NH:13]1[C:21]2[C:16](=[C:17]([N:22]3[CH2:27][CH2:26][NH:25][CH2:24][CH2:23]3)[CH:18]=[CH:19][CH:20]=2)[CH:15]=[CH:14]1. No catalyst specified. The product is [F:1][C:2]1[CH:12]=[CH:11][C:5]([O:6][CH2:7][CH:8]([OH:10])[CH2:9][N:25]2[CH2:26][CH2:27][N:22]([C:17]3[CH:18]=[CH:19][CH:20]=[C:21]4[C:16]=3[CH:15]=[CH:14][NH:13]4)[CH2:23][CH2:24]2)=[CH:4][CH:3]=1. The yield is 0.990. (2) The reactants are [CH:1]1([C:7]2[C:8]3[CH:24]=[CH:23][C:22]([C:25]([OH:27])=O)=[CH:21][C:9]=3[N:10]3[C:16]=2[C:15]2[CH:17]=[CH:18][CH:19]=[CH:20][C:14]=2[O:13][CH2:12][CH2:11]3)[CH2:6][CH2:5][CH2:4][CH2:3][CH2:2]1.C(Cl)(=O)C([Cl:31])=O. The catalyst is C(Cl)(Cl)Cl.CN(C)C=O. The product is [CH:1]1([C:7]2[C:8]3[CH:24]=[CH:23][C:22]([C:25]([Cl:31])=[O:27])=[CH:21][C:9]=3[N:10]3[C:16]=2[C:15]2[CH:17]=[CH:18][CH:19]=[CH:20][C:14]=2[O:13][CH2:12][CH2:11]3)[CH2:6][CH2:5][CH2:4][CH2:3][CH2:2]1. The yield is 0.910.